From a dataset of Reaction yield outcomes from USPTO patents with 853,638 reactions. Predict the reaction yield, written as a fraction of the theoretical maximum amount of product (1.0 means a 100% yield; for example, 0.34 means a 34% yield). (1) The reactants are [Br:1][C:2]1[C:7]([F:8])=[CH:6][C:5]([NH:9]C(=O)C(F)(F)F)=[C:4]([N+:16]([O-:18])=[O:17])[CH:3]=1.CO.C([O-])([O-])=O.[K+].[K+]. The catalyst is O. The product is [Br:1][C:2]1[C:7]([F:8])=[CH:6][C:5]([NH2:9])=[C:4]([N+:16]([O-:18])=[O:17])[CH:3]=1. The yield is 0.840. (2) The reactants are [C:1]1([C:13]2[CH:18]=[CH:17][CH:16]=[CH:15][CH:14]=2)[CH:6]=[CH:5][C:4]([NH:7][C:8](=[O:12])[C:9](Cl)=[O:10])=[CH:3][CH:2]=1.Cl.[N:20]1([C:26]([C:28]2[CH:33]=[C:32]([F:34])[C:31]([F:35])=[C:30]([F:36])[CH:29]=2)=[O:27])[CH2:25][CH2:24][NH:23][CH2:22][CH2:21]1.FC1C=C(C=C(F)C=1F)C(O)=O.CCN(C(C)C)C(C)C. The catalyst is C(Cl)Cl. The product is [C:1]1([C:13]2[CH:18]=[CH:17][CH:16]=[CH:15][CH:14]=2)[CH:6]=[CH:5][C:4]([NH:7][C:8](=[O:12])[C:9](=[O:10])[N:23]2[CH2:24][CH2:25][N:20]([C:26](=[O:27])[C:28]3[CH:33]=[C:32]([F:34])[C:31]([F:35])=[C:30]([F:36])[CH:29]=3)[CH2:21][CH2:22]2)=[CH:3][CH:2]=1. The yield is 0.493. (3) The reactants are [F:1][C:2]([F:20])([F:19])[C:3]1[CH:4]=[C:5]([C:9]2[CH:17]=[CH:16][CH:15]=[C:14]3[C:10]=2[CH2:11][C:12](=[O:18])[NH:13]3)[CH:6]=[CH:7][CH:8]=1.[N:21]1([CH2:26][CH2:27][CH2:28][NH:29][C:30]([C:32]2[C:36](C)=[C:35]([CH:38]=O)[NH:34][C:33]=2[CH3:40])=[O:31])[CH2:25][CH2:24][CH2:23][CH2:22]1. The catalyst is C(O)C.N1CCCCC1. The product is [N:21]1([CH2:26][CH2:27][CH2:28][NH:29][C:30]([C:32]2[CH:36]=[C:35]([CH3:38])[NH:34][C:33]=2[CH:40]=[C:11]2[C:10]3[C:14](=[CH:15][CH:16]=[CH:17][C:9]=3[C:5]3[CH:6]=[CH:7][CH:8]=[C:3]([C:2]([F:1])([F:19])[F:20])[CH:4]=3)[NH:13][C:12]2=[O:18])=[O:31])[CH2:25][CH2:24][CH2:23][CH2:22]1. The yield is 0.400.